Dataset: Reaction yield outcomes from USPTO patents with 853,638 reactions. Task: Predict the reaction yield, written as a fraction of the theoretical maximum amount of product (1.0 means a 100% yield; for example, 0.34 means a 34% yield). (1) The reactants are Br[C:2]1[C:3]([N:23]([CH3:28])[S:24]([CH3:27])(=[O:26])=[O:25])=[CH:4][C:5]2[O:9][C:8]([N:10]3[CH:15]=[CH:14][C:13]([CH3:16])=[CH:12][C:11]3=[O:17])=[C:7]([C:18]([NH:20][CH3:21])=[O:19])[C:6]=2[CH:22]=1.[B:29]1([B:29]2[O:33][C:32]([CH3:35])([CH3:34])[C:31]([CH3:37])([CH3:36])[O:30]2)[O:33][C:32]([CH3:35])([CH3:34])[C:31]([CH3:37])([CH3:36])[O:30]1.CC([O-])=O.[K+]. The catalyst is O1CCOCC1.O.C1C=CC(P(C2C=CC=CC=2)[C-]2C=CC=C2)=CC=1.C1C=CC(P(C2C=CC=CC=2)[C-]2C=CC=C2)=CC=1.Cl[Pd]Cl.[Fe+2]. The product is [CH3:21][NH:20][C:18]([C:7]1[C:6]2[CH:22]=[C:2]([B:29]3[O:33][C:32]([CH3:35])([CH3:34])[C:31]([CH3:37])([CH3:36])[O:30]3)[C:3]([N:23]([CH3:28])[S:24]([CH3:27])(=[O:26])=[O:25])=[CH:4][C:5]=2[O:9][C:8]=1[N:10]1[CH:15]=[CH:14][C:13]([CH3:16])=[CH:12][C:11]1=[O:17])=[O:19]. The yield is 0.450. (2) The reactants are Br[C:2]1[CH:3]=[C:4]2[C:8](=[CH:9][CH:10]=1)[C:7](=[O:11])[CH2:6][CH2:5]2.[B:12]1([B:12]2[O:16][C:15]([CH3:18])([CH3:17])[C:14]([CH3:20])([CH3:19])[O:13]2)[O:16][C:15]([CH3:18])([CH3:17])[C:14]([CH3:20])([CH3:19])[O:13]1.C([O-])(=O)C.[K+]. The catalyst is O1CCOCC1.C1C=CC(P(C2C=CC=CC=2)C2C=CC=CC=2)=CC=1.C1C=CC(P(C2C=CC=CC=2)C2C=CC=CC=2)=CC=1.Cl[Pd]Cl. The product is [CH3:19][C:14]1([CH3:20])[C:15]([CH3:18])([CH3:17])[O:16][B:12]([C:2]2[CH:3]=[C:4]3[C:8](=[CH:9][CH:10]=2)[C:7](=[O:11])[CH2:6][CH2:5]3)[O:13]1. The yield is 0.710. (3) The reactants are [F:1][C:2]([F:15])([C:8]1[CH:13]=[CH:12][C:11]([CH3:14])=[CH:10][CH:9]=1)[C:3](OCC)=[O:4].[BH4-].[Na+]. The catalyst is C(O)C. The product is [F:1][C:2]([F:15])([C:8]1[CH:13]=[CH:12][C:11]([CH3:14])=[CH:10][CH:9]=1)[CH2:3][OH:4]. The yield is 0.990. (4) The reactants are C(N(CC)CC)C.Cl.[Br:9][C:10]1[CH:15]=[CH:14][C:13]([C:16]2[N:17]=[C:18]([C@@H:21]3[CH2:25][CH2:24][CH2:23][NH:22]3)[NH:19][CH:20]=2)=[CH:12][CH:11]=1.[CH3:26][O:27][C:28]([NH:30][C@@H:31]([CH:35]([CH3:37])[CH3:36])[C:32](O)=[O:33])=[O:29].CN(C(ON1N=NC2C=CC=NC1=2)=[N+](C)C)C.F[P-](F)(F)(F)(F)F. The catalyst is CN(C)C=O.C(OCC)(=O)C.O. The product is [CH3:26][O:27][C:28](=[O:29])[NH:30][C@H:31]([C:32]([N:22]1[CH2:23][CH2:24][CH2:25][C@H:21]1[C:18]1[NH:19][CH:20]=[C:16]([C:13]2[CH:12]=[CH:11][C:10]([Br:9])=[CH:15][CH:14]=2)[N:17]=1)=[O:33])[CH:35]([CH3:37])[CH3:36]. The yield is 0.740. (5) The reactants are CC([N:5]([CH2:9][CH2:10][NH:11][S:12]([C:15]1[CH:20]=[CH:19][C:18]([C:21]2[CH:26]=[CH:25][N:24]=[C:23]3[N:27](S(C4C=CC(C)=CC=4)(=O)=O)[C:28]([C:30]#[C:31][CH2:32][OH:33])=[CH:29][C:22]=23)=[CH:17][CH:16]=1)(=[O:14])=[O:13])[C:6](=[O:8])[O-:7])(C)C.C1(C)C=CC(S(O)(=O)=O)=CC=1. The catalyst is C(Cl)(Cl)Cl. The product is [CH:6]([OH:8])=[O:7].[NH2:5][CH2:9][CH2:10][NH:11][S:12]([C:15]1[CH:20]=[CH:19][C:18]([C:21]2[CH:26]=[CH:25][N:24]=[C:23]3[NH:27][C:28]([C:30]#[C:31][CH2:32][OH:33])=[CH:29][C:22]=23)=[CH:17][CH:16]=1)(=[O:13])=[O:14]. The yield is 0.250. (6) The reactants are [CH3:1][O:2][C:3]1[N:8]=[C:7]([CH2:9][C:10]#N)[C:6]([N+:12]([O-])=O)=[CH:5][CH:4]=1. The catalyst is CCO.[Pd]. The product is [CH3:1][O:2][C:3]1[N:8]=[C:7]2[CH:9]=[CH:10][NH:12][C:6]2=[CH:5][CH:4]=1. The yield is 0.640. (7) The reactants are O[CH:2]([CH:7]1[CH2:11][CH2:10][CH2:9][C:8]1=[O:12])[CH2:3][CH2:4][CH2:5][CH3:6].Cl.[OH-].[Na+]. The catalyst is C(O)CCC. The product is [CH2:2]([C:7]1[C:8](=[O:12])[CH2:9][CH2:10][CH:11]=1)[CH2:3][CH2:4][CH2:5][CH3:6]. The yield is 0.600.